From a dataset of NCI-60 drug combinations with 297,098 pairs across 59 cell lines. Regression. Given two drug SMILES strings and cell line genomic features, predict the synergy score measuring deviation from expected non-interaction effect. (1) Drug 1: C1CCC(CC1)NC(=O)N(CCCl)N=O. Drug 2: CN(C(=O)NC(C=O)C(C(C(CO)O)O)O)N=O. Cell line: HL-60(TB). Synergy scores: CSS=18.0, Synergy_ZIP=3.92, Synergy_Bliss=0.704, Synergy_Loewe=-20.6, Synergy_HSA=2.17. (2) Drug 1: C1=CN(C=N1)CC(O)(P(=O)(O)O)P(=O)(O)O. Drug 2: C1C(C(OC1N2C=NC(=NC2=O)N)CO)O. Cell line: OVCAR-8. Synergy scores: CSS=13.7, Synergy_ZIP=-4.07, Synergy_Bliss=-1.76, Synergy_Loewe=-3.19, Synergy_HSA=1.13. (3) Drug 1: CCN(CC)CCCC(C)NC1=C2C=C(C=CC2=NC3=C1C=CC(=C3)Cl)OC. Synergy scores: CSS=2.23, Synergy_ZIP=2.48, Synergy_Bliss=4.49, Synergy_Loewe=-0.158, Synergy_HSA=0.832. Cell line: UACC-257. Drug 2: C(CN)CNCCSP(=O)(O)O. (4) Drug 1: CC1=CC2C(CCC3(C2CCC3(C(=O)C)OC(=O)C)C)C4(C1=CC(=O)CC4)C. Drug 2: CCN(CC)CCCC(C)NC1=C2C=C(C=CC2=NC3=C1C=CC(=C3)Cl)OC. Cell line: NCI/ADR-RES. Synergy scores: CSS=25.1, Synergy_ZIP=-6.70, Synergy_Bliss=-0.649, Synergy_Loewe=-16.9, Synergy_HSA=-0.584. (5) Synergy scores: CSS=7.05, Synergy_ZIP=-10.1, Synergy_Bliss=-15.8, Synergy_Loewe=-25.3, Synergy_HSA=-14.3. Drug 1: CN1CCC(CC1)COC2=C(C=C3C(=C2)N=CN=C3NC4=C(C=C(C=C4)Br)F)OC. Cell line: NCI/ADR-RES. Drug 2: CC1=C(N=C(N=C1N)C(CC(=O)N)NCC(C(=O)N)N)C(=O)NC(C(C2=CN=CN2)OC3C(C(C(C(O3)CO)O)O)OC4C(C(C(C(O4)CO)O)OC(=O)N)O)C(=O)NC(C)C(C(C)C(=O)NC(C(C)O)C(=O)NCCC5=NC(=CS5)C6=NC(=CS6)C(=O)NCCC[S+](C)C)O. (6) Drug 1: CN1C(=O)N2C=NC(=C2N=N1)C(=O)N. Drug 2: COC1=C2C(=CC3=C1OC=C3)C=CC(=O)O2. Cell line: HOP-62. Synergy scores: CSS=-4.06, Synergy_ZIP=2.62, Synergy_Bliss=-0.395, Synergy_Loewe=-1.87, Synergy_HSA=-5.56. (7) Drug 1: CCN(CC)CCNC(=O)C1=C(NC(=C1C)C=C2C3=C(C=CC(=C3)F)NC2=O)C. Drug 2: C(CCl)NC(=O)N(CCCl)N=O. Cell line: SK-MEL-5. Synergy scores: CSS=-1.89, Synergy_ZIP=-1.32, Synergy_Bliss=-3.63, Synergy_Loewe=-4.05, Synergy_HSA=-4.86.